Dataset: Forward reaction prediction with 1.9M reactions from USPTO patents (1976-2016). Task: Predict the product of the given reaction. (1) Given the reactants [CH:1]12[CH2:7][CH:4]([CH:5]=[CH:6]1)[CH2:3][CH:2]2[NH:8][C:9]([NH:11][NH2:12])=[S:10].[F:13][C:14]([F:24])([F:23])[C:15]1[CH:16]=[C:17]([CH:20]=[CH:21][CH:22]=1)[CH:18]=O, predict the reaction product. The product is: [CH:1]12[CH2:7][CH:4]([CH:5]=[CH:6]1)[CH2:3][CH:2]2[NH:8][C:9](=[S:10])[NH:11][N:12]=[CH:18][C:17]1[CH:20]=[CH:21][CH:22]=[C:15]([C:14]([F:13])([F:23])[F:24])[CH:16]=1. (2) Given the reactants [F:1][C:2]([F:12])([F:11])[C:3]1[NH:8][C:7](=[O:9])[NH:6][C:5](=[O:10])[CH:4]=1.[C:13]([O:17][C:18]([NH:20][C@H:21]([C:32]([O:34][CH3:35])=[O:33])[CH2:22][C:23]1[CH:28]=[CH:27][C:26](B(O)O)=[CH:25][CH:24]=1)=[O:19])([CH3:16])([CH3:15])[CH3:14].C(N(CC)CC)C, predict the reaction product. The product is: [C:13]([O:17][C:18]([NH:20][C@@H:21]([CH2:22][C:23]1[CH:24]=[CH:25][C:26]([N:6]2[C:5](=[O:10])[CH:4]=[C:3]([C:2]([F:1])([F:11])[F:12])[NH:8][C:7]2=[O:9])=[CH:27][CH:28]=1)[C:32]([O:34][CH3:35])=[O:33])=[O:19])([CH3:16])([CH3:14])[CH3:15]. (3) Given the reactants C([O:3][CH2:4][CH2:5][N:6]1[C:10]2[C:11]([F:16])=[C:12]([Cl:15])[CH:13]=[CH:14][C:9]=2[N:8]=[CH:7]1)=O, predict the reaction product. The product is: [Cl:15][C:12]1[CH:13]=[CH:14][C:9]2[N:8]=[CH:7][N:6]([CH2:5][CH2:4][OH:3])[C:10]=2[C:11]=1[F:16]. (4) Given the reactants [CH2:1]([O:8][C:9]1[CH:14]=[CH:13][N:12]([CH2:15][C:16]([C:18]2[CH:23]=[CH:22][C:21]([CH2:24][OH:25])=[CH:20][CH:19]=2)=[O:17])[C:11](=[O:26])[CH:10]=1)[C:2]1[CH:7]=[CH:6][CH:5]=[CH:4][CH:3]=1.C(OC1C=CNC(=O)C=1)C1C=CC=CC=1.BrCC(C1C=CC(CO)=C([F:54])C=1)=O, predict the reaction product. The product is: [CH2:1]([O:8][C:9]1[CH:14]=[CH:13][N:12]([CH2:15][C:16]([C:18]2[CH:19]=[CH:20][C:21]([CH2:24][OH:25])=[C:22]([F:54])[CH:23]=2)=[O:17])[C:11](=[O:26])[CH:10]=1)[C:2]1[CH:3]=[CH:4][CH:5]=[CH:6][CH:7]=1. (5) Given the reactants [Cl:1][C:2]1[CH:7]=[CH:6][C:5]([C:8]#[C:9][CH2:10][O:11][C:12]2[CH:17]=[CH:16][C:15]([S:18](Cl)(=[O:20])=[O:19])=[CH:14][CH:13]=2)=[CH:4][CH:3]=1.Cl.[C:23]([O:27][C:28](=[O:32])[CH2:29][NH:30][CH3:31])([CH3:26])([CH3:25])[CH3:24], predict the reaction product. The product is: [Cl:1][C:2]1[CH:7]=[CH:6][C:5]([C:8]#[C:9][CH2:10][O:11][C:12]2[CH:17]=[CH:16][C:15]([S:18]([N:30]([CH2:29][C:28]([O:27][C:23]([CH3:26])([CH3:25])[CH3:24])=[O:32])[CH3:31])(=[O:20])=[O:19])=[CH:14][CH:13]=2)=[CH:4][CH:3]=1. (6) Given the reactants [F:1][C:2]([F:15])([F:14])[O:3][C:4]1[CH:13]=[CH:12][C:7]2[N:8]=[C:9]([NH2:11])[S:10][C:6]=2[CH:5]=1.[CH2:16]([N:19]=[C:20]=[S:21])[CH2:17][CH3:18], predict the reaction product. The product is: [CH2:16]([NH:19][C:20]([NH:11][C:9]1[S:10][C:6]2[CH:5]=[C:4]([O:3][C:2]([F:1])([F:14])[F:15])[CH:13]=[CH:12][C:7]=2[N:8]=1)=[S:21])[CH2:17][CH3:18]. (7) Given the reactants Br[CH2:2][CH2:3][CH2:4][CH2:5][CH2:6][CH2:7][NH:8][C:9]([C:11]1[C:15]([NH:16][C:17](=[O:29])[C:18]2[CH:23]=[CH:22][CH:21]=[C:20]([C:24]3[CH:25]=[N:26][NH:27][CH:28]=3)[CH:19]=2)=[CH:14][N:13]([CH3:30])[N:12]=1)=[O:10].C(N(C(C)C)C(C)C)C, predict the reaction product. The product is: [CH3:30][N:13]1[CH:14]=[C:15]2[C:11]([C:9](=[O:10])[NH:8][CH2:7][CH2:6][CH2:5][CH2:4][CH2:3][CH2:2][N:26]3[CH:25]=[C:24]([C:20]4[CH:19]=[C:18]([C:17](=[O:29])[NH:16]2)[CH:23]=[CH:22][CH:21]=4)[CH:28]=[N:27]3)=[N:12]1. (8) Given the reactants [C:1]([O:5][C:6]([NH:8][C@H:9]([CH2:26][C:27]1[CH:32]=[CH:31][CH:30]=[CH:29][C:28]=1[F:33])[CH2:10][C:11]([N:13]1[CH2:22][CH2:21][C:20]2[C:15](=[CH:16][C:17]([N+:23]([O-])=O)=[CH:18][CH:19]=2)[CH2:14]1)=[O:12])=[O:7])([CH3:4])([CH3:3])[CH3:2].[H][H], predict the reaction product. The product is: [NH2:23][C:17]1[CH:16]=[C:15]2[C:20]([CH2:21][CH2:22][N:13]([C:11](=[O:12])[CH2:10][C@H:9]([NH:8][C:6]([O:5][C:1]([CH3:3])([CH3:2])[CH3:4])=[O:7])[CH2:26][C:27]3[CH:32]=[CH:31][CH:30]=[CH:29][C:28]=3[F:33])[CH2:14]2)=[CH:19][CH:18]=1. (9) Given the reactants CC[C@@H]1N[C:44](=O)[C@H:43]([C@H:47](O)[C@@H:48]([CH2:50]/[CH:51]=[CH:52]/[CH3:53])[CH3:49])N(C)C(=O)[C@H](C(C)C)N(C)C(=O)[C@H](CC(C)C)N(C)C(=O)[C@H](CC(C)C)N(C)C(=O)[C@@H](C)NC(=O)[C@H](C)NC(=O)[C@H](CC(C)C)N(C)C(=O)[C@H](C(C)C)NC(=O)[C@H](CC(C)C)N(C)C(=O)CN(C)C1=O.C[CH:87]1[O:94][C:92](=O)[CH:91]([CH3:95])[O:90][C:88]1=[O:89].[CH2:96]1[CH2:100]OC[CH2:97]1, predict the reaction product. The product is: [CH3:97][CH2:96][CH2:100][CH2:53][CH2:52][CH2:51][CH2:50][CH:48]([C:47]1[C:92]([O:94][CH2:87][C:88]([OH:90])=[O:89])=[CH:91][CH:95]=[CH:44][CH:43]=1)[CH3:49]. (10) Given the reactants [CH2:1]([C:3]1[CH:23]=[CH:22][C:6]([CH2:7][CH:8]2[C:12]3=[N:13][C:14]4[CH:19]=[CH:18][C:17]([F:20])=[CH:16][C:15]=4[N:11]3[C:10](=[O:21])[NH:9]2)=[CH:5][CH:4]=1)[CH3:2].C(C1C=CC(CC2C3=NC4C=C(F)C=CC=4N3C(=O)N2)=CC=1)C.[NH2:47][C@H:48]1[CH2:53][CH2:52][C@H:51]([OH:54])[CH2:50][CH2:49]1, predict the reaction product. The product is: [CH2:1]([C:3]1[CH:4]=[CH:5][C:6]([CH2:7][CH:8]([NH:9][C:10]([NH:47][C@H:48]2[CH2:53][CH2:52][C@H:51]([OH:54])[CH2:50][CH2:49]2)=[O:21])[C:12]2[NH:13][C:14]3[CH:19]=[CH:18][C:17]([F:20])=[CH:16][C:15]=3[N:11]=2)=[CH:22][CH:23]=1)[CH3:2].